This data is from Peptide-MHC class I binding affinity with 185,985 pairs from IEDB/IMGT. The task is: Regression. Given a peptide amino acid sequence and an MHC pseudo amino acid sequence, predict their binding affinity value. This is MHC class I binding data. The peptide sequence is FKRKGGIGGY. The MHC is HLA-A26:01 with pseudo-sequence HLA-A26:01. The binding affinity (normalized) is 0.